This data is from Full USPTO retrosynthesis dataset with 1.9M reactions from patents (1976-2016). The task is: Predict the reactants needed to synthesize the given product. (1) Given the product [CH3:13][C:9]([CH3:2])([CH3:10])[C:14]([N:16]1[CH2:21][CH:20]([C:22]2[CH:27]=[CH:26][C:25]([O:28][CH3:29])=[CH:24][CH:23]=2)[CH2:19][CH:18]([C:30]([OH:32])=[O:31])[CH2:17]1)=[O:15], predict the reactants needed to synthesize it. The reactants are: O1CCOC[CH2:2]1.[OH-].[Li+].[CH:9]1([C:14]([N:16]2[CH2:21][CH:20]([C:22]3[CH:27]=[CH:26][C:25]([O:28][CH3:29])=[CH:24][CH:23]=3)[CH2:19][CH:18]([C:30]([O:32]CC)=[O:31])[CH2:17]2)=[O:15])[CH2:13]CC[CH2:10]1. (2) The reactants are: [C:1]1(=[O:7])[NH:6][CH2:5][CH2:4][CH2:3]C1.[CH:8]([Cl:11])(Cl)[Cl:9]. Given the product [Cl:9][C:8]1([Cl:11])[CH2:3][CH2:4][CH2:5][NH:6][C:1]1=[O:7], predict the reactants needed to synthesize it. (3) Given the product [I:1][C:14]1[CH:15]=[C:16]([CH3:21])[CH:17]=[C:18]([CH3:20])[CH:19]=1, predict the reactants needed to synthesize it. The reactants are: [I-:1].[Na+].CN[C@@H]1CCCC[C@H]1NC.Br[C:14]1[CH:15]=[C:16]([CH3:21])[CH:17]=[C:18]([CH3:20])[CH:19]=1.CCCCCCCCCCCC. (4) Given the product [Cl:1][C:2]1[CH:3]=[N:4][CH:5]=[C:6]([Cl:22])[C:7]=1[CH2:8][CH:9]([N:48]1[C:77](=[O:76])[C:78]2[C:79](=[CH:80][CH:81]=[CH:82][C:83]=2[NH:84][C:85]([CH:87]2[CH2:89][CH2:88]2)=[O:86])[CH2:90]1)[C:11]1[CH:16]=[CH:15][C:14]([O:17][CH3:18])=[C:13]([O:19][CH2:20][CH3:21])[CH:12]=1, predict the reactants needed to synthesize it. The reactants are: [Cl:1][C:2]1[CH:3]=[N:4][CH:5]=[C:6]([Cl:22])[C:7]=1[CH2:8][CH:9]([C:11]1[CH:16]=[CH:15][C:14]([O:17][CH3:18])=[C:13]([O:19][CH2:20][CH3:21])[CH:12]=1)O.C1C=CC(P(C2C=CC=CC=2)C2C=CC=CC=2)=CC=1.CC(OC(/[N:48]=N/C(OC(C)C)=O)=O)C.P(N=[N+]=[N-])(OC1C=CC=CC=1)(OC1C=CC=CC=1)=O.C[O:76][C:77](=O)[C:78]1[C:83]([NH:84][C:85]([CH:87]2[CH2:89][CH2:88]2)=[O:86])=[CH:82][CH:81]=[CH:80][C:79]=1[CH2:90]Br.C(N(CC)CC)C. (5) Given the product [Br:1][C:2]1[CH:7]=[CH:6][C:5]([C:12](=[O:15])[CH2:13][CH3:14])=[CH:4][CH:3]=1, predict the reactants needed to synthesize it. The reactants are: [Br:1][C:2]1[CH:7]=[CH:6][CH:5]=[CH:4][CH:3]=1.[Al+3].[Cl-].[Cl-].[Cl-].[C:12](Cl)(=[O:15])[CH2:13][CH3:14]. (6) Given the product [CH3:1][O:2][C:3]([C:5]1[CH:6]=[C:7]2[CH:13]=[C:12]([C:14]([C:21]3[CH:22]=[N:23][C:24]([S:27]([CH3:29])(=[O:40])=[O:28])=[CH:25][CH:26]=3)=[CH:15][CH:16]3[CH2:17][CH2:18][CH2:19][CH2:20]3)[N:11]([S:30]([C:33]3[CH:38]=[CH:37][CH:36]=[CH:35][CH:34]=3)(=[O:32])=[O:31])[C:8]2=[N:9][CH:10]=1)=[O:4], predict the reactants needed to synthesize it. The reactants are: [CH3:1][O:2][C:3]([C:5]1[CH:6]=[C:7]2[CH:13]=[C:12]([C:14]([C:21]3[CH:22]=[N:23][C:24]([S:27]([CH3:29])=[O:28])=[CH:25][CH:26]=3)=[CH:15][CH:16]3[CH2:20][CH2:19][CH2:18][CH2:17]3)[N:11]([S:30]([C:33]3[CH:38]=[CH:37][CH:36]=[CH:35][CH:34]=3)(=[O:32])=[O:31])[C:8]2=[N:9][CH:10]=1)=[O:4].[Mn]([O-])(=O)(=O)=[O:40].[K+].